This data is from Reaction yield outcomes from USPTO patents with 853,638 reactions. The task is: Predict the reaction yield, written as a fraction of the theoretical maximum amount of product (1.0 means a 100% yield; for example, 0.34 means a 34% yield). (1) The reactants are [H-].[Na+].[C:3](=[O:10])([O:7][CH2:8][CH3:9])OCC.[Br:11][C:12]1[CH:16]=[CH:15][S:14][C:13]=1[C:17](=[O:19])[CH3:18].CC(O)=O. The catalyst is C1COCC1. The product is [CH2:8]([O:7][C:3](=[O:10])[CH2:18][C:17]([C:13]1[S:14][CH:15]=[CH:16][C:12]=1[Br:11])=[O:19])[CH3:9]. The yield is 0.710. (2) The reactants are Br[C:2]1[C:11]2[C:6](=[CH:7][CH:8]=[CH:9][CH:10]=2)[C:5](=[O:12])[N:4]([CH3:13])[CH:3]=1.[B:14]1([B:14]2[O:18][C:17]([CH3:20])([CH3:19])[C:16]([CH3:22])([CH3:21])[O:15]2)[O:18][C:17]([CH3:20])([CH3:19])[C:16]([CH3:22])([CH3:21])[O:15]1.CC([O-])=O.[K+].CC(C1C=C(C(C)C)C(C2C=CC=CC=2P(C2CCCCC2)C2CCCCC2)=C(C(C)C)C=1)C. The catalyst is O1CCOCC1.C1C=CC(/C=C/C(/C=C/C2C=CC=CC=2)=O)=CC=1.C1C=CC(/C=C/C(/C=C/C2C=CC=CC=2)=O)=CC=1.C1C=CC(/C=C/C(/C=C/C2C=CC=CC=2)=O)=CC=1.[Pd].[Pd]. The product is [CH3:13][N:4]1[CH:3]=[C:2]([B:14]2[O:18][C:17]([CH3:20])([CH3:19])[C:16]([CH3:22])([CH3:21])[O:15]2)[C:11]2[C:6](=[CH:7][CH:8]=[CH:9][CH:10]=2)[C:5]1=[O:12]. The yield is 0.620. (3) The reactants are [CH2:1]([O:3][C:4]([C:6]1[N:7]([CH2:11][O:12][CH2:13][CH2:14][Si:15]([CH3:18])([CH3:17])[CH3:16])[CH:8]=[CH:9][N:10]=1)=[O:5])[CH3:2].C1C(=O)N([Br:26])C(=O)C1. The catalyst is CC#N. The product is [CH2:1]([O:3][C:4]([C:6]1[N:7]([CH2:11][O:12][CH2:13][CH2:14][Si:15]([CH3:17])([CH3:16])[CH3:18])[CH:8]=[C:9]([Br:26])[N:10]=1)=[O:5])[CH3:2]. The yield is 0.390. (4) The reactants are [CH3:1][O:2][C:3]1[C@@H:4]([CH:12]([CH3:14])[CH3:13])[N:5]=[C:6]([O:10][CH3:11])[CH:7]([CH3:9])[N:8]=1.C([Li])CCC.IC[C@@H:22]([C:25]1[CH:30]=[CH:29][CH:28]=[CH:27][CH:26]=1)[CH2:23][CH3:24]. The catalyst is O1CCCC1. The product is [CH:12]([C@@H:4]1[C:3]([O:2][CH3:1])=[N:8][C@@H:7]([CH2:9][C@@H:22]([C:25]2[CH:30]=[CH:29][CH:28]=[CH:27][CH:26]=2)[CH2:23][CH3:24])[C:6]([O:10][CH3:11])=[N:5]1)([CH3:14])[CH3:13]. The yield is 0.640. (5) The reactants are C(Cl)CCl.[NH:5]1[C:13]2[C:8](=[CH:9][CH:10]=[CH:11][CH:12]=2)[CH:7]=[C:6]1[C:14]([OH:16])=O.CN.C(O)C.C1C=CC2N(O)N=[N:28][C:26]=2C=1.CCN(C(C)C)C(C)C. The catalyst is C1COCC1. The product is [CH3:26][NH:28][C:14]([C:6]1[NH:5][C:13]2[C:8]([CH:7]=1)=[CH:9][CH:10]=[CH:11][CH:12]=2)=[O:16]. The yield is 0.660. (6) The reactants are [Cl:1][C:2]1[N:7]=[N:6][C:5]([NH:8][CH3:9])=[C:4]([C:10]2[CH:15]=[CH:14][CH:13]=[CH:12][C:11]=2[CH3:16])[CH:3]=1.[C:17]([O:21][C:22]([CH2:24][CH2:25][CH2:26][S:27]([C:30]1[CH:31]=[C:32]([CH:36]=[C:37]([C:39](F)(F)F)[CH:38]=1)[C:33](O)=[O:34])(=[O:29])=[O:28])=[O:23])([CH3:20])([CH3:19])[CH3:18]. The catalyst is CCCCCCC.C(OCC)(=O)C. The product is [C:17]([O:21][C:22](=[O:23])[CH2:24][CH2:25][CH2:26][S:27]([C:30]1[CH:38]=[C:37]([CH3:39])[CH:36]=[C:32]([C:33](=[O:34])[N:8]([C:5]2[N:6]=[N:7][C:2]([Cl:1])=[CH:3][C:4]=2[C:10]2[CH:15]=[CH:14][CH:13]=[CH:12][C:11]=2[CH3:16])[CH3:9])[CH:31]=1)(=[O:29])=[O:28])([CH3:18])([CH3:19])[CH3:20]. The yield is 0.140.